This data is from Reaction yield outcomes from USPTO patents with 853,638 reactions. The task is: Predict the reaction yield, written as a fraction of the theoretical maximum amount of product (1.0 means a 100% yield; for example, 0.34 means a 34% yield). (1) The reactants are CCN(CC)CC.[OH:8][C@@H:9]([CH3:28])[C@@H:10]([NH:14][C:15]([O:17][C:18]12[CH2:27][CH:22]3[CH2:23][CH:24]([CH2:26][CH:20]([CH2:21]3)[CH2:19]1)[CH2:25]2)=[O:16])[C:11]([OH:13])=O.CN(C(ON1N=NC2C=CC=CC1=2)=[N+](C)C)C.F[P-](F)(F)(F)(F)F. The catalyst is C(Cl)Cl. The product is [CH3:28][C@H:9]1[C@@H:10]([NH:14][C:15](=[O:16])[O:17][C:18]23[CH2:27][CH:22]4[CH2:21][CH:20]([CH2:26][CH:24]([CH2:23]4)[CH2:25]2)[CH2:19]3)[C:11](=[O:13])[O:8]1. The yield is 0.290. (2) The reactants are Cl[C:2]1[C:3]2[S:10][C:9]([C:11]([NH2:13])=[O:12])=[CH:8][C:4]=2[N:5]=[CH:6][N:7]=1.[NH:14]1[CH2:19][CH2:18][CH2:17][CH2:16][CH2:15]1. The catalyst is CC#N. The product is [N:14]1([C:2]2[C:3]3[S:10][C:9]([C:11]([NH2:13])=[O:12])=[CH:8][C:4]=3[N:5]=[CH:6][N:7]=2)[CH2:19][CH2:18][CH2:17][CH2:16][CH2:15]1. The yield is 0.820. (3) The reactants are C[O:2][C:3](=[O:34])[C@H:4]([CH2:16][C:17]1[CH:22]=[CH:21][C:20]([NH:23][C:24]([C:26]2[C:31]([Cl:32])=[CH:30][CH:29]=[CH:28][C:27]=2[Cl:33])=[O:25])=[CH:19][CH:18]=1)[NH:5][C:6]([C:8]1[C:13]([CH3:14])=[CH:12][CH:11]=[CH:10][C:9]=1[Cl:15])=[S:7].[OH-].[Na+]. The catalyst is C(O)C. The product is [Cl:15][C:9]1[CH:10]=[CH:11][CH:12]=[C:13]([CH3:14])[C:8]=1[C:6](=[S:7])[NH:5][C@H:4]([C:3]([OH:34])=[O:2])[CH2:16][C:17]1[CH:18]=[CH:19][C:20]([NH:23][C:24]([C:26]2[C:27]([Cl:33])=[CH:28][CH:29]=[CH:30][C:31]=2[Cl:32])=[O:25])=[CH:21][CH:22]=1. The yield is 0.960. (4) The reactants are [O:1]1[CH2:6][CH2:5][C:4](=[O:7])[CH2:3][CH2:2]1.[CH3:8][O:9][C:10](=O)[O:11]C.CC(C)([O-])C.[K+]. No catalyst specified. The product is [CH3:8][O:9][C:10]([CH:3]1[C:4](=[O:7])[CH2:5][CH2:6][O:1][CH2:2]1)=[O:11]. The yield is 0.263. (5) The reactants are [CH:1]([O:4][C:5]1[CH:10]=[CH:9][C:8]([C:11]([N:13]2[CH2:18][CH2:17][C:16]3([CH2:23][NH:22][CH2:21][CH:20]([C:24]4[CH:29]=[CH:28][CH:27]=[CH:26][CH:25]=4)[O:19]3)[CH2:15][CH2:14]2)=[O:12])=[CH:7][C:6]=1[CH3:30])([CH3:3])[CH3:2].[CH3:31][C:32]([CH3:34])=O.C(O[BH-](OC(=O)C)OC(=O)C)(=O)C.[Na+].[Cl:49]CCCl. No catalyst specified. The product is [ClH:49].[CH:1]([O:4][C:5]1[CH:10]=[CH:9][C:8]([C:11]([N:13]2[CH2:14][CH2:15][C:16]3([CH2:23][N:22]([CH:32]([CH3:34])[CH3:31])[CH2:21][CH:20]([C:24]4[CH:29]=[CH:28][CH:27]=[CH:26][CH:25]=4)[O:19]3)[CH2:17][CH2:18]2)=[O:12])=[CH:7][C:6]=1[CH3:30])([CH3:3])[CH3:2]. The yield is 0.360.